The task is: Predict the product of the given reaction.. This data is from Forward reaction prediction with 1.9M reactions from USPTO patents (1976-2016). (1) Given the reactants [Cl:1][C:2]1[CH:3]=[C:4]([CH2:12]O)[CH:5]=[CH:6][C:7]=1[S:8]([CH3:11])(=[O:10])=[O:9].O1CCOCC1.P(Br)(Br)[Br:21], predict the reaction product. The product is: [Br:21][CH2:12][C:4]1[CH:5]=[CH:6][C:7]([S:8]([CH3:11])(=[O:10])=[O:9])=[C:2]([Cl:1])[CH:3]=1. (2) The product is: [CH3:1][C:2]1[CH:3]=[C:4]([CH:5]=[CH:6][C:7]=1[O:8][C:9]1[CH:10]=[CH:11][CH:12]=[CH:13][CH:14]=1)[NH2:15]. Given the reactants [CH3:1][C:2]1[CH:3]=[C:4]([N+:15]([O-])=O)[CH:5]=[CH:6][C:7]=1[O:8][C:9]1[CH:14]=[CH:13][CH:12]=[CH:11][CH:10]=1.C(OCC)(=O)C, predict the reaction product. (3) The product is: [Cl:1][C:2]1[CH:3]=[C:4]([C:10]2([C:27]([F:30])([F:29])[F:28])[CH2:14][CH2:13][N:12]([C:15]3[N:20]=[C:19]([C:21]([F:24])([F:23])[F:22])[C:18]([CH2:25][NH2:33])=[CH:17][CH:16]=3)[CH2:11]2)[CH:5]=[C:6]([Cl:9])[C:7]=1[Cl:8]. Given the reactants [Cl:1][C:2]1[CH:3]=[C:4]([C:10]2([C:27]([F:30])([F:29])[F:28])[CH2:14][CH2:13][N:12]([C:15]3[N:20]=[C:19]([C:21]([F:24])([F:23])[F:22])[C:18]([CH2:25]O)=[CH:17][CH:16]=3)[CH2:11]2)[CH:5]=[C:6]([Cl:9])[C:7]=1[Cl:8].C([N:33](CC)CC)C.CS(Cl)(=O)=O.O.N, predict the reaction product. (4) Given the reactants [F:1][C:2]1[CH:7]=[CH:6][CH:5]=[CH:4][C:3]=1[OH:8].[Br:9]Br, predict the reaction product. The product is: [Br:9][C:4]1[CH:5]=[CH:6][CH:7]=[C:2]([F:1])[C:3]=1[OH:8]. (5) Given the reactants [CH:1]1([NH2:7])[CH2:6][CH2:5][CH2:4][CH2:3][CH2:2]1.Cl[C:9]1[N:14]=[C:13]([Cl:15])[CH:12]=[C:11]([Cl:16])[N:10]=1.C(N(C(C)C)CC)(C)C, predict the reaction product. The product is: [Cl:16][C:11]1[CH:12]=[C:13]([Cl:15])[N:14]=[C:9]([NH:7][CH:1]2[CH2:6][CH2:5][CH2:4][CH2:3][CH2:2]2)[N:10]=1. (6) The product is: [Cl:1][C:2]1[C:3]2[N:4]([CH:10]=[N:9][CH:8]=2)[CH:5]=[CH:6][N:7]=1. Given the reactants [Cl:1][C:2]1[C:3]([CH2:8][NH:9][CH:10]=O)=[N:4][CH:5]=[CH:6][N:7]=1.CC#N.O=P(Cl)(Cl)Cl.CN(C=O)C, predict the reaction product.